Dataset: Full USPTO retrosynthesis dataset with 1.9M reactions from patents (1976-2016). Task: Predict the reactants needed to synthesize the given product. (1) Given the product [NH2:1][C:4]1[C:13]2[C:8](=[CH:9][CH:10]=[CH:11][CH:12]=2)[C:7]([O:14][C:15]2[CH:20]=[CH:19][N:18]=[C:17]([NH:21][C:22]([N:24]3[CH2:29][CH2:28][N:27]([CH3:30])[CH2:26][CH2:25]3)=[O:23])[CH:16]=2)=[CH:6][CH:5]=1, predict the reactants needed to synthesize it. The reactants are: [N+:1]([C:4]1[C:13]2[C:8](=[CH:9][CH:10]=[CH:11][CH:12]=2)[C:7]([O:14][C:15]2[CH:20]=[CH:19][N:18]=[C:17]([NH:21][C:22]([N:24]3[CH2:29][CH2:28][N:27]([CH3:30])[CH2:26][CH2:25]3)=[O:23])[CH:16]=2)=[CH:6][CH:5]=1)([O-])=O.[H][H]. (2) Given the product [C:54]([Si:49]([C:48]#[C:47][B-:16]([C:15]#[C:14][Si:5]([C:1]([CH3:4])([CH3:3])[CH3:2])([C:6]([CH3:9])([CH3:8])[CH3:7])[C:10]([CH3:13])([CH3:12])[CH3:11])([C:17]#[C:18][Si:19]([C:20]([CH3:23])([CH3:22])[CH3:21])([C:24]([CH3:27])([CH3:26])[CH3:25])[C:28]([CH3:31])([CH3:30])[CH3:29])[C:32]#[C:33][Si:34]([C:43]([CH3:46])([CH3:45])[CH3:44])([C:39]([CH3:41])([CH3:40])[CH3:42])[C:35]([CH3:36])([CH3:37])[CH3:38])([C:50]([CH3:53])([CH3:52])[CH3:51])[C:58]([CH3:61])([CH3:60])[CH3:59])([CH3:55])([CH3:56])[CH3:57].[CH3:64][NH+:65]([C:67]1[CH:72]=[CH:71][CH:70]=[CH:69][CH:68]=1)[CH3:66], predict the reactants needed to synthesize it. The reactants are: [C:1]([Si:5]([C:14]#[C:15][B-:16]([C:47]#[C:48][Si:49]([C:58]([CH3:61])([CH3:60])[CH3:59])([C:54]([CH3:57])([CH3:56])[CH3:55])[C:50]([CH3:53])([CH3:52])[CH3:51])([C:32]#[C:33][Si:34]([C:43]([CH3:46])([CH3:45])[CH3:44])([C:39]([CH3:42])([CH3:41])[CH3:40])[C:35]([CH3:38])([CH3:37])[CH3:36])[C:17]#[C:18][Si:19]([C:28]([CH3:31])([CH3:30])[CH3:29])([C:24]([CH3:27])([CH3:26])[CH3:25])[C:20]([CH3:23])([CH3:22])[CH3:21])([C:10]([CH3:13])([CH3:12])[CH3:11])[C:6]([CH3:9])([CH3:8])[CH3:7])([CH3:4])([CH3:3])[CH3:2].[Li+].[Cl-].[CH3:64][NH+:65]([C:67]1[CH:72]=[CH:71][CH:70]=[CH:69][CH:68]=1)[CH3:66]. (3) Given the product [N:1]1[C:2]([C:10]2[CH:11]=[C:12]([CH:13]=[CH:14][CH:15]=2)[CH2:16][NH:17][C:29]([NH:31][CH2:32][CH2:33][N:34]2[CH2:35][CH2:41][O:36][CH2:37][CH2:38]2)=[O:30])=[CH:3][N:4]2[C:9]=1[CH:8]=[CH:7][CH:6]=[N:5]2, predict the reactants needed to synthesize it. The reactants are: [N:1]1[C:2]([C:10]2[CH:11]=[C:12]([CH2:16][NH2:17])[CH:13]=[CH:14][CH:15]=2)=[CH:3][N:4]2[C:9]=1[CH:8]=[CH:7][CH:6]=[N:5]2.C([O-])([O-])=O.[K+].[K+].C1N=CN([C:29]([N:31]2[CH:35]=[N:34][CH:33]=[CH:32]2)=[O:30])C=1.[O:36]1[CH2:41]CN(CCN)[CH2:38][CH2:37]1. (4) Given the product [F:26][C:7]1[CH:8]=[C:9]([CH:24]=[CH:25][C:6]=1[NH:5][C:3](=[O:4])[CH2:2][N:27]1[CH2:32][CH2:31][O:30][CH2:29][CH2:28]1)[O:10][CH:11]1[CH2:16][CH2:15][N:14]([C:17]([O:19][C:20]([CH3:23])([CH3:22])[CH3:21])=[O:18])[CH2:13][CH2:12]1, predict the reactants needed to synthesize it. The reactants are: Cl[CH2:2][C:3]([NH:5][C:6]1[CH:25]=[CH:24][C:9]([O:10][CH:11]2[CH2:16][CH2:15][N:14]([C:17]([O:19][C:20]([CH3:23])([CH3:22])[CH3:21])=[O:18])[CH2:13][CH2:12]2)=[CH:8][C:7]=1[F:26])=[O:4].[NH:27]1[CH2:32][CH2:31][O:30][CH2:29][CH2:28]1.C(=O)([O-])[O-].[K+].[K+]. (5) Given the product [NH:8]1[CH2:11][CH:10]([C:12]2[NH:16][C:15]3[CH:17]=[CH:18][C:19]([CH3:21])=[CH:20][C:14]=3[N:13]=2)[CH2:9]1, predict the reactants needed to synthesize it. The reactants are: C(OC([N:8]1[CH2:11][CH:10]([C:12]2[NH:16][C:15]3[CH:17]=[CH:18][C:19]([CH3:21])=[CH:20][C:14]=3[N:13]=2)[CH2:9]1)=O)(C)(C)C.Cl. (6) Given the product [CH3:8][C:9]1[C:14]([O:15][C:16]2[CH:21]=[CH:20][N:19]=[C:18]([NH:22][C:23]3[CH:31]=[CH:30][C:26]([C:27]([NH:44][CH2:43][CH2:42][N:36]4[CH2:37][CH:38]5[O:41][CH:34]([CH2:40][CH2:39]5)[CH2:35]4)=[O:29])=[CH:25][CH:24]=3)[CH:17]=2)=[CH:13][CH:12]=[C:11]([CH3:32])[N:10]=1, predict the reactants needed to synthesize it. The reactants are: CCN(CC)CC.[CH3:8][C:9]1[C:14]([O:15][C:16]2[CH:21]=[CH:20][N:19]=[C:18]([NH:22][C:23]3[CH:31]=[CH:30][C:26]([C:27]([O-:29])=O)=[CH:25][CH:24]=3)[CH:17]=2)=[CH:13][CH:12]=[C:11]([CH3:32])[N:10]=1.[Li+].[CH:34]12[O:41][CH:38]([CH2:39][CH2:40]1)[CH2:37][N:36]([CH2:42][CH2:43][NH2:44])[CH2:35]2.CN(C(ON1N=NC2C=CC=CC1=2)=[N+](C)C)C.F[P-](F)(F)(F)(F)F. (7) Given the product [F:1][C:2]1([CH2:8][O:9][C:13]2[CH:18]=[CH:17][C:16]([S:19]([NH2:22])(=[O:21])=[O:20])=[CH:15][C:14]=2[S:23]([C:26]([F:27])([F:29])[F:28])(=[O:25])=[O:24])[CH2:7][CH2:6][O:5][CH2:4][CH2:3]1, predict the reactants needed to synthesize it. The reactants are: [F:1][C:2]1([CH2:8][OH:9])[CH2:7][CH2:6][O:5][CH2:4][CH2:3]1.[H-].[Na+].F[C:13]1[CH:18]=[CH:17][C:16]([S:19]([NH2:22])(=[O:21])=[O:20])=[CH:15][C:14]=1[S:23]([C:26]([F:29])([F:28])[F:27])(=[O:25])=[O:24].